Dataset: Full USPTO retrosynthesis dataset with 1.9M reactions from patents (1976-2016). Task: Predict the reactants needed to synthesize the given product. (1) The reactants are: [C:1](=[O:4])(O)[OH:2].ClC=C(Cl)Cl.ClC=C(Cl)Cl.[NH2:15][C:16]1[CH:21]=[CH:20][CH:19]=[CH:18][C:17]=1O.C(N(CC)CC)C. Given the product [O:2]1[C:17]2[CH:18]=[CH:19][CH:20]=[CH:21][C:16]=2[NH:15][C:1]1=[O:4], predict the reactants needed to synthesize it. (2) Given the product [O:19]=[C:11]1[CH:10]=[C:9]([CH2:8][N:7]([C:1]2[CH:2]=[CH:3][CH:4]=[CH:5][CH:6]=2)[C:25]([C:24]2[S:20][CH:21]=[N:22][CH:23]=2)=[O:26])[C:18]2[C:13](=[CH:14][CH:15]=[CH:16][CH:17]=2)[NH:12]1, predict the reactants needed to synthesize it. The reactants are: [C:1]1([NH:7][CH2:8][C:9]2[C:18]3[C:13](=[CH:14][CH:15]=[CH:16][CH:17]=3)[NH:12][C:11](=[O:19])[CH:10]=2)[CH:6]=[CH:5][CH:4]=[CH:3][CH:2]=1.[S:20]1[C:24]([C:25](O)=[O:26])=[CH:23][N:22]=[CH:21]1. (3) Given the product [NH2:10][C:5]1[C:6]([C:8]([NH2:9])=[O:15])=[N:7][C:2]([Cl:1])=[CH:3][CH:4]=1, predict the reactants needed to synthesize it. The reactants are: [Cl:1][C:2]1[N:7]=[C:6]([C:8]#[N:9])[C:5]([N+:10]([O-])=O)=[CH:4][CH:3]=1.C([OH:15])C. (4) The reactants are: Br[C:2]1[CH:11]=[CH:10][C:5]([C:6]([O:8][CH3:9])=[O:7])=[CH:4][C:3]=1[O:12][CH2:13][C:14]([CH3:16])=[CH2:15].C([SnH](CCCC)CCCC)CCC.CC(N=NC(C#N)(C)C)(C#N)C.C(OCC)(=O)C.CCCCCC. Given the product [CH3:15][C:14]1([CH3:16])[C:2]2[CH:11]=[CH:10][C:5]([C:6]([O:8][CH3:9])=[O:7])=[CH:4][C:3]=2[O:12][CH2:13]1, predict the reactants needed to synthesize it. (5) Given the product [Cl:19][C:17]1[CH:16]=[C:11]([CH:10]=[C:9]([C:6]2[CH:7]=[CH:8][C:3]([CH2:2][N:21]([CH3:22])[CH3:20])=[CH:4][CH:5]=2)[N:18]=1)[C:12]([O:14][CH3:15])=[O:13], predict the reactants needed to synthesize it. The reactants are: Br[CH2:2][C:3]1[CH:8]=[CH:7][C:6]([C:9]2[CH:10]=[C:11]([CH:16]=[C:17]([Cl:19])[N:18]=2)[C:12]([O:14][CH3:15])=[O:13])=[CH:5][CH:4]=1.[CH3:20][NH:21][CH3:22]. (6) Given the product [Br:1][C:2]1[CH:7]=[CH:6][C:5]([CH:8]([C:20]2[CH:25]=[CH:24][C:23]([Cl:26])=[CH:22][C:21]=2[F:27])[CH2:9]/[C:10](/[C:12]2[CH:13]=[CH:14][C:15](=[O:19])[N:16]([CH3:18])[CH:17]=2)=[N:29]\[OH:30])=[CH:4][CH:3]=1, predict the reactants needed to synthesize it. The reactants are: [Br:1][C:2]1[CH:7]=[CH:6][C:5]([CH:8]([C:20]2[CH:25]=[CH:24][C:23]([Cl:26])=[CH:22][C:21]=2[F:27])[CH2:9][C:10]([C:12]2[CH:13]=[CH:14][C:15](=[O:19])[N:16]([CH3:18])[CH:17]=2)=O)=[CH:4][CH:3]=1.Cl.[NH2:29][OH:30].C([O-])(O)=O.[Na+]. (7) Given the product [F:11][C:4]1[CH:3]=[C:2]2[C:9]([CH:10]=[N:12][NH:1]2)=[CH:8][C:5]=1[C:6]#[N:7], predict the reactants needed to synthesize it. The reactants are: [NH2:1][C:2]1[C:9]([CH3:10])=[CH:8][C:5]([C:6]#[N:7])=[C:4]([F:11])[CH:3]=1.[N:12]([O-])=O.[Na+].[OH-].[Na+]. (8) Given the product [CH2:12]([O:10][C:9]([C:7]1[O:8][C:4]([N+:1]([O-:3])=[O:2])=[CH:5][CH:6]=1)=[O:11])[CH3:13], predict the reactants needed to synthesize it. The reactants are: [N+:1]([C:4]1[O:8][C:7]([C:9]([OH:11])=[O:10])=[CH:6][CH:5]=1)([O-:3])=[O:2].[C:12](Cl)(=O)[C:13](Cl)=O.CN(C=O)C. (9) Given the product [CH3:32][NH:33][C:29](=[O:30])[CH2:28][O:27][C:25]1[CH:24]=[CH:23][CH:22]=[C:21]2[C:26]=1[C:17]([NH:16][C:4]1[CH:5]=[CH:6][C:7]([O:8][C:9]3[CH:10]=[N:11][C:12]([CH3:15])=[CH:13][CH:14]=3)=[C:2]([CH3:1])[CH:3]=1)=[N:18][CH:19]=[N:20]2, predict the reactants needed to synthesize it. The reactants are: [CH3:1][C:2]1[CH:3]=[C:4]([NH:16][C:17]2[C:26]3[C:21](=[CH:22][CH:23]=[CH:24][C:25]=3[O:27][CH2:28][C:29](O)=[O:30])[N:20]=[CH:19][N:18]=2)[CH:5]=[CH:6][C:7]=1[O:8][C:9]1[CH:10]=[N:11][C:12]([CH3:15])=[CH:13][CH:14]=1.[CH3:32][NH2:33]. (10) Given the product [C:15]1([CH:14]([C:21]2[CH:26]=[CH:25][CH:24]=[CH:23][CH:22]=2)[CH2:13][NH:12][C:10]2[C:9]3[C:4](=[CH:5][C:6]([O:29][CH3:30])=[C:7]([O:27][CH3:28])[CH:8]=3)[N:3]=[C:2]([C:32]3[S:31][CH:35]=[CH:34][CH:33]=3)[N:11]=2)[CH:20]=[CH:19][CH:18]=[CH:17][CH:16]=1, predict the reactants needed to synthesize it. The reactants are: Cl[C:2]1[N:11]=[C:10]([NH:12][CH2:13][CH:14]([C:21]2[CH:26]=[CH:25][CH:24]=[CH:23][CH:22]=2)[C:15]2[CH:20]=[CH:19][CH:18]=[CH:17][CH:16]=2)[C:9]2[C:4](=[CH:5][C:6]([O:29][CH3:30])=[C:7]([O:27][CH3:28])[CH:8]=2)[N:3]=1.[S:31]1[CH:35]=[CH:34][CH:33]=[C:32]1B(O)O.C(NC1C2C(=CC=CC=2)N=C(C2SC3C=CC=CC=3C=2)N=1)(C1C=CC=CC=1)C1C=CC=CC=1.